From a dataset of Forward reaction prediction with 1.9M reactions from USPTO patents (1976-2016). Predict the product of the given reaction. (1) Given the reactants C(OC(=O)[NH:7][C@@H:8]([CH2:28][C:29]1[CH:34]=[CH:33][CH:32]=[CH:31][CH:30]=1)[CH2:9][NH:10][C:11]1[C:12]2[CH:26]=[CH:25][N:24]=[C:23](Cl)[C:13]=2[N:14]=[C:15]([N:17]2[CH2:22][CH2:21][O:20][CH2:19][CH2:18]2)[N:16]=1)(C)(C)C.[NH4+:36].[OH-], predict the reaction product. The product is: [NH2:7][C@@H:8]([CH2:28][C:29]1[CH:30]=[CH:31][CH:32]=[CH:33][CH:34]=1)[CH2:9][NH:10][C:11]1[C:12]2[CH:26]=[CH:25][N:24]=[C:23]([NH2:36])[C:13]=2[N:14]=[C:15]([N:17]2[CH2:22][CH2:21][O:20][CH2:19][CH2:18]2)[N:16]=1. (2) Given the reactants [F:1][C:2]1[CH:7]=[CH:6][C:5]([C:8]2[CH:13]=[C:12]([CH3:14])[N:11]=[CH:10][C:9]=2[N:15]([CH3:33])[C:16](=[O:32])[C:17]2[CH:22]=[C:21]([C:23]([F:26])([F:25])[F:24])[CH:20]=[C:19](SC3COC3)[CH:18]=2)=[C:4]([O:34][CH3:35])[CH:3]=1.O[O:37][S:38]([O-:40])=O.[K+].[O-]S([O-])(=S)=O.[Na+].[Na+].C[CH2:50][O:51][C:52]([CH3:54])=O, predict the reaction product. The product is: [F:1][C:2]1[CH:7]=[CH:6][C:5]([C:8]2[CH:13]=[C:12]([CH3:14])[N:11]=[CH:10][C:9]=2[N:15]([CH3:33])[C:16](=[O:32])[C:17]2[CH:22]=[C:21]([C:23]([F:25])([F:24])[F:26])[CH:20]=[C:19]([S:38]([CH:54]3[CH2:50][O:51][CH2:52]3)(=[O:40])=[O:37])[CH:18]=2)=[C:4]([O:34][CH3:35])[CH:3]=1. (3) Given the reactants [CH3:1][O:2][C:3]1[CH:4]=[C:5]2[C:10](=[CH:11][CH:12]=1)[CH2:9][CH:8]([C:13]([NH:15][O:16]C1CCCCO1)=[O:14])[CH2:7][CH2:6]2.O.C1(C)C=CC(S(O)(=O)=O)=CC=1.C(=O)([O-])[O-], predict the reaction product. The product is: [OH:16][NH:15][C:13]([CH:8]1[CH2:7][CH2:6][C:5]2[C:10](=[CH:11][CH:12]=[C:3]([O:2][CH3:1])[CH:4]=2)[CH2:9]1)=[O:14]. (4) Given the reactants O(P(O[C:18]1[N:19]([C:24]([O:26][C:27]([CH3:30])([CH3:29])[CH3:28])=[O:25])[CH2:20][CH2:21][O:22][CH:23]=1)(OC1C=CC=CC=1)=O)C1C=CC=CC=1.[O:31]([C:38]1[CH:43]=[CH:42][CH:41]=[CH:40][C:39]=1B(O)O)[C:32]1[CH:37]=[CH:36][CH:35]=[CH:34][CH:33]=1, predict the reaction product. The product is: [O:31]([C:38]1[CH:39]=[CH:40][CH:41]=[CH:42][C:43]=1[C:18]1[N:19]([C:24]([O:26][C:27]([CH3:28])([CH3:29])[CH3:30])=[O:25])[CH2:20][CH2:21][O:22][CH:23]=1)[C:32]1[CH:37]=[CH:36][CH:35]=[CH:34][CH:33]=1.